Dataset: Full USPTO retrosynthesis dataset with 1.9M reactions from patents (1976-2016). Task: Predict the reactants needed to synthesize the given product. (1) Given the product [C:49]([OH:56])(=[O:55])/[CH:50]=[CH:51]/[C:52]([OH:54])=[O:53].[CH2:24]([NH:23][C:22](=[O:28])[C@H:18]([CH:19]([CH3:21])[CH3:20])[CH2:17][C@H:16]([OH:29])[C@@H:15]([NH2:14])[CH2:30][N:31]1[CH2:36][C:35](=[O:37])[N:34]([C:38]2[CH:43]=[C:42]([F:44])[CH:41]=[CH:40][C:39]=2[Cl:45])[CH2:33][C:32]1([CH3:46])[CH3:47])[CH2:25][CH2:26][CH3:27], predict the reactants needed to synthesize it. The reactants are: FC(F)(F)C(O)=O.C(OC(=O)[NH:14][C@@H:15]([CH2:30][N:31]1[CH2:36][C:35](=[O:37])[N:34]([C:38]2[CH:43]=[C:42]([F:44])[CH:41]=[CH:40][C:39]=2[Cl:45])[CH2:33][C:32]1([CH3:47])[CH3:46])[C@@H:16]([OH:29])[CH2:17][C@H:18]([C:22](=[O:28])[NH:23][CH2:24][CH2:25][CH2:26][CH3:27])[CH:19]([CH3:21])[CH3:20])(C)(C)C.[C:49]([OH:56])(=[O:55])/[CH:50]=[CH:51]/[C:52]([OH:54])=[O:53].C(NC(=O)[C@H](C(C)C)C[C@H](O)[C@@H](N)CN1CC(=O)N(C2C=C(F)C=CC=2Cl)CC1(C)C)CCC. (2) Given the product [Cl:45][C:44]1[CH:43]=[CH:42][CH:41]=[C:40]([Cl:46])[C:39]=1[C:32]1[C:31]([CH2:30][O:22][C:17]2[CH:18]=[C:19]3[C:14](=[CH:15][CH:16]=2)[CH:13]=[C:12]([C:9]2[CH:10]=[CH:11][C:2]([F:1])=[C:3]([CH:8]=2)[C:4]([O:6][CH3:7])=[O:5])[CH:21]=[CH:20]3)=[C:35]([CH:36]([CH3:38])[CH3:37])[O:34][N:33]=1, predict the reactants needed to synthesize it. The reactants are: [F:1][C:2]1[CH:11]=[CH:10][C:9]([C:12]2[CH:21]=[CH:20][C:19]3[C:14](=[CH:15][CH:16]=[C:17]([OH:22])[CH:18]=3)[CH:13]=2)=[CH:8][C:3]=1[C:4]([O:6][CH3:7])=[O:5].C(=O)([O-])[O-].[Cs+].[Cs+].Cl[CH2:30][C:31]1[C:32]([C:39]2[C:44]([Cl:45])=[CH:43][CH:42]=[CH:41][C:40]=2[Cl:46])=[N:33][O:34][C:35]=1[CH:36]([CH3:38])[CH3:37].C(OCC)(=O)C. (3) Given the product [C:37]([O:41][C:35](=[O:20])[NH:32][C:5]1[C:4]2[CH2:3][O:2][CH2:1][C:9]=2[CH:8]=[CH:7][N:6]=1)([CH3:40])([CH3:39])[CH3:38], predict the reactants needed to synthesize it. The reactants are: [CH2:1]1[C:9]2[CH:8]=[CH:7][N:6]=[C:5](C(O)=O)[C:4]=2[CH2:3][O:2]1.C1(P(N=[N+]=[N-])(C2C=CC=CC=2)=[O:20])C=CC=CC=1.C([N:32]([CH2:35]C)CC)C.[C:37]([OH:41])([CH3:40])([CH3:39])[CH3:38]. (4) Given the product [CH3:15][N:16]1[C:20]2=[N:21][CH:22]=[C:23]([CH2:25][NH:26][S:2]([C:5]3[CH:14]=[CH:13][C:8]([C:9]([O:11][CH3:12])=[O:10])=[CH:7][CH:6]=3)(=[O:4])=[O:3])[CH:24]=[C:19]2[CH:18]=[CH:17]1, predict the reactants needed to synthesize it. The reactants are: Cl[S:2]([C:5]1[CH:14]=[CH:13][C:8]([C:9]([O:11][CH3:12])=[O:10])=[CH:7][CH:6]=1)(=[O:4])=[O:3].[CH3:15][N:16]1[C:20]2=[N:21][CH:22]=[C:23]([CH2:25][NH2:26])[CH:24]=[C:19]2[CH:18]=[CH:17]1. (5) Given the product [CH2:6]([O:5][CH2:4][CH2:3][CH2:2][N:15]1[CH2:20][CH2:19][C:18](=[O:21])[CH2:17][CH2:16]1)[C:7]1[CH:12]=[CH:11][CH:10]=[CH:9][CH:8]=1, predict the reactants needed to synthesize it. The reactants are: Br[CH2:2][CH2:3][CH2:4][O:5][CH2:6][C:7]1[CH:12]=[CH:11][CH:10]=[CH:9][CH:8]=1.Cl.O.[NH:15]1[CH2:20][CH2:19][C:18](=[O:21])[CH2:17][CH2:16]1.C(=O)([O-])[O-].[K+].[K+].[I-].[K+]. (6) Given the product [CH:1]([N:4]1[C:8]([C:9]2[CH:14]=[CH:13][N:12]=[C:11]([NH:15][C:16]3[CH:23]=[CH:22][C:19]([C:20]([NH2:21])=[O:27])=[CH:18][CH:17]=3)[N:10]=2)=[CH:7][N:6]=[C:5]1[CH3:24])([CH3:3])[CH3:2], predict the reactants needed to synthesize it. The reactants are: [CH:1]([N:4]1[C:8]([C:9]2[CH:14]=[CH:13][N:12]=[C:11]([NH:15][C:16]3[CH:23]=[CH:22][C:19]([C:20]#[N:21])=[CH:18][CH:17]=3)[N:10]=2)=[CH:7][N:6]=[C:5]1[CH3:24])([CH3:3])[CH3:2].CC[OH:27].O.[OH-].[K+]. (7) The reactants are: [CH3:1][N:2]([CH3:12])[C:3]1[CH:8]=[CH:7][C:6](B(O)O)=[CH:5][CH:4]=1.C(=O)([O-])[O-].[Na+].[Na+].[C:19]([NH:27][C:28]1[CH:40]=[C:39](Br)[CH:38]=[CH:37][C:29]=1[C:30]([O:32][C:33]([CH3:36])([CH3:35])[CH3:34])=[O:31])(=[O:26])[C:20]1[CH:25]=[CH:24][CH:23]=[CH:22][CH:21]=1. Given the product [C:19]([NH:27][C:28]1[CH:40]=[C:39]([C:6]2[CH:7]=[CH:8][C:3]([N:2]([CH3:12])[CH3:1])=[CH:4][CH:5]=2)[CH:38]=[CH:37][C:29]=1[C:30]([O:32][C:33]([CH3:35])([CH3:36])[CH3:34])=[O:31])(=[O:26])[C:20]1[CH:21]=[CH:22][CH:23]=[CH:24][CH:25]=1, predict the reactants needed to synthesize it. (8) Given the product [C:37]([C:33]1[CH:32]=[C:31]([CH:36]=[CH:35][CH:34]=1)[CH2:30][N:8]([C:5]1[CH:6]=[CH:7][C:2]([NH:1][C:39]([NH2:47])=[O:40])=[CH:3][CH:4]=1)[CH:9]1[CH2:10][CH2:11][N:12]([CH:15]([CH3:29])[CH2:16][CH2:17][NH:18][C:19](=[O:28])[C:20]2[C:21]([CH3:27])=[CH:22][CH:23]=[CH:24][C:25]=2[CH3:26])[CH2:13][CH2:14]1)#[N:38], predict the reactants needed to synthesize it. The reactants are: [NH2:1][C:2]1[CH:7]=[CH:6][C:5]([N:8]([CH2:30][C:31]2[CH:36]=[CH:35][CH:34]=[C:33]([C:37]#[N:38])[CH:32]=2)[CH:9]2[CH2:14][CH2:13][N:12]([CH:15]([CH3:29])[CH2:16][CH2:17][NH:18][C:19](=[O:28])[C:20]3[C:25]([CH3:26])=[CH:24][CH:23]=[CH:22][C:21]=3[CH3:27])[CH2:11][CH2:10]2)=[CH:4][CH:3]=1.[C:39](Cl)(Cl)=[O:40].[Cl-].[NH4+].CC[N:47](C(C)C)C(C)C. (9) Given the product [CH3:8][C:9]12[O:10][C:11]([CH3:14])([CH:12]=[CH:13]1)[CH:3]1[CH:2]2[C:1](=[O:7])[O:6][C:4]1=[O:5], predict the reactants needed to synthesize it. The reactants are: [C:1]1(=[O:7])[O:6][C:4](=[O:5])[CH:3]=[CH:2]1.[CH3:8][C:9]1[O:10][C:11]([CH3:14])=[CH:12][CH:13]=1. (10) Given the product [CH2:1]([N:8]1[CH2:15][CH2:14][C:13]2([C:17]3[CH:18]=[C:19]([NH:23][S:28]([CH2:27][CH2:26][O:25][CH3:24])(=[O:30])=[O:29])[CH:20]=[CH:21][CH:22]=3)[CH2:16][CH:9]1[CH2:10][CH2:11][CH2:12]2)[C:2]1[CH:3]=[CH:4][CH:5]=[CH:6][CH:7]=1, predict the reactants needed to synthesize it. The reactants are: [CH2:1]([N:8]1[CH2:15][CH2:14][C:13]2([C:17]3[CH:18]=[C:19]([NH2:23])[CH:20]=[CH:21][CH:22]=3)[CH2:16][CH:9]1[CH2:10][CH2:11][CH2:12]2)[C:2]1[CH:7]=[CH:6][CH:5]=[CH:4][CH:3]=1.[CH3:24][O:25][CH2:26][CH2:27][S:28](Cl)(=[O:30])=[O:29].